The task is: Regression. Given two drug SMILES strings and cell line genomic features, predict the synergy score measuring deviation from expected non-interaction effect.. This data is from NCI-60 drug combinations with 297,098 pairs across 59 cell lines. (1) Synergy scores: CSS=3.15, Synergy_ZIP=-0.646, Synergy_Bliss=4.30, Synergy_Loewe=0.289, Synergy_HSA=-0.555. Cell line: KM12. Drug 1: C(=O)(N)NO. Drug 2: CC1CCC2CC(C(=CC=CC=CC(CC(C(=O)C(C(C(=CC(C(=O)CC(OC(=O)C3CCCCN3C(=O)C(=O)C1(O2)O)C(C)CC4CCC(C(C4)OC)O)C)C)O)OC)C)C)C)OC. (2) Drug 1: C1=NNC2=C1C(=O)NC=N2. Drug 2: C1C(C(OC1N2C=NC(=NC2=O)N)CO)O. Cell line: SK-OV-3. Synergy scores: CSS=-6.46, Synergy_ZIP=2.74, Synergy_Bliss=2.54, Synergy_Loewe=-3.45, Synergy_HSA=-2.80. (3) Drug 1: COC1=C(C=C2C(=C1)N=CN=C2NC3=CC(=C(C=C3)F)Cl)OCCCN4CCOCC4. Drug 2: CN(CC1=CN=C2C(=N1)C(=NC(=N2)N)N)C3=CC=C(C=C3)C(=O)NC(CCC(=O)O)C(=O)O. Cell line: HCC-2998. Synergy scores: CSS=38.4, Synergy_ZIP=3.20, Synergy_Bliss=6.03, Synergy_Loewe=6.35, Synergy_HSA=8.36.